This data is from Experimentally validated miRNA-target interactions with 360,000+ pairs, plus equal number of negative samples. The task is: Binary Classification. Given a miRNA mature sequence and a target amino acid sequence, predict their likelihood of interaction. (1) The miRNA is hsa-miR-19b-3p with sequence UGUGCAAAUCCAUGCAAAACUGA. The protein sequence of the target gene is MVDYIVEYDYDAVHDDELTIRVGEIIRNVKKLQEEGWLEGELNGRRGMFPDNFVKEIKRETEFKDDSLPIKRERHGNVASLVQRISTYGLPAGGIQPHPQTKNIKKKTKKRQCKVLFEYIPQNEDELELKVGDIIDINEEVEEGWWSGTLNNKLGLFPSNFVKELEVTDDGETHEAQDDSETVLAGPTSPIPSLGNVSETASGSVTQPKKIRGIGFGDIFKEGSVKLRTRTSSSETEEKKPEKPLILQSLGPKTQSVEITKTDTEGKIKAKEYCRTLFAYEGTNEDELTFKEGEIIHLIS.... Result: 1 (interaction). (2) The miRNA is hsa-miR-3689b-3p with sequence CUGGGAGGUGUGAUAUUGUGGU. Result: 1 (interaction). The protein sequence of the target gene is MVDRGPLLTSAIIFYLAIGAAIFEVLEEPHWKEAKKNYYTQKLHLLKEFPCLGQEGLDKILEVVSDAAGQGVAITGNQTFNNWNWPNAMIFAATVITTIGYGNVAPKTPAGRLFCVFYGLFGVPLCLTWISALGKFFGGRAKRLGQFLTKRGVSLRKAQITCTVIFIVWGVLVHLVIPPFVFMVTEGWNYIEGLYYSFITISTIGFGDFVAGVNPSANYHALYRYFVELWIYLGLAWLSLFVNWKVSMFVEVHKAIKKRRRRRKESFESSPHSRKALQVKGSTASKDVNIFSFLSKKEET.... (3) The miRNA is hsa-miR-6785-5p with sequence UGGGAGGGCGUGGAUGAUGGUG. The protein sequence of the target gene is MAVSGFTLGTCILLLHISYVANYPNGKVTQSCHGMIPEHGHSPQSVPVHDIYVSQMTFRPGDQIEVTLSGHPFKGFLLEARNAEDLNGPPIGSFTLIDSEVSQLLTCEDIQGSAVSHRSASKKTEIKVYWNAPSSAPNHTQFLVTVVEKYKIYWVKIPGPIISQPNAFPFTTPKATVVPLPTLPPVSHLTKPFSASDCGNKKFCIRSPLNCDPEKEASCVFLSFTRDDQSVMVEMSGPSKGYLSFALSHDQWMGDDDAYLCIHEDQTVYIQPSHLTGRSHPVMDSRDTLEDMAWRLADGV.... Result: 1 (interaction). (4) The miRNA is mmu-miR-1956 with sequence AGUCCAGGGCUGAGUCAGCGGA. The protein sequence of the target gene is MFPFSGCWRTELLLLLLLAVAVRESWQIEEKSCDLVGEKDKESKNEVALLERLRPLFNKSFESTVGQGSDTYSYIFRVCREASNHSSGAGLVQINKSNDKETVVGRINETHIFNGSNWIMLIYKGGDEYDNHCGKEQRRAVVMISCNRHTLAANFNPVSEERGKVQDCFYLFEMDSSLACSPEVSHLSVGSILLVIFASLVAVYIIGGFLYQRLVVGAKGMEQFPHLAFWQDLGNLVADGCDFVCRSKPRNVPAAYRGVGDDQLGEESEERDDHLLPM. Result: 0 (no interaction). (5) The miRNA is mmu-miR-3103-3p with sequence UAACCUCUGAUCCUUCCCACAG. The protein sequence of the target gene is MGKPTSSGCDWRRFLRNHWLLLSTVAAVVLGIVLGVVVRGHSELSNLDKFYFAFPGEILMRMLKLVILPLIVSSMITGVAALDSNVSGKIGLRAVVYYFSTTVIAVILGIVLVVSIKPGVTQKVNDINRTGKTPEVSTMDAMLDLIRNMFPENLVQACFQQYKTKREEVKPVGDPGGNATEVSVTTAMTTMSENKTKEYKIVGLYSDGINVLGLIIFCLVFGLVIGKMGEKGQILVDFFNALSDATMKIVQIIMCYMPIGILFLIAGKIIEVEDWEIFRKLGLYMATVLSGLAIHSLIVL.... Result: 0 (no interaction).